Predict the reaction yield, written as a fraction of the theoretical maximum amount of product (1.0 means a 100% yield; for example, 0.34 means a 34% yield). From a dataset of Reaction yield outcomes from USPTO patents with 853,638 reactions. (1) The reactants are [CH:1]1[C:2]([CH2:19][C:20]([OH:22])=[O:21])=[CH:3][C:4]([I:18])=[C:5]([O:8][C:9]2[CH:10]=[C:11]([I:17])[C:12]([OH:16])=[C:13]([I:15])[CH:14]=2)[C:6]=1[I:7].[C:23](O)([CH3:26])([CH3:25])[CH3:24].C1(N=C=NC2CCCCC2)CCCCC1. The catalyst is O1CCOCC1.CN(C)C1C=CN=CC=1. The product is [C:23]([O:21][C:20](=[O:22])[CH2:19][C:2]1[CH:1]=[C:6]([I:7])[C:5]([O:8][C:9]2[CH:10]=[C:11]([I:17])[C:12]([OH:16])=[C:13]([I:15])[CH:14]=2)=[C:4]([I:18])[CH:3]=1)([CH3:26])([CH3:25])[CH3:24]. The yield is 0.100. (2) The reactants are [OH:1][C:2]1[CH:10]=[C:9]([N+:11]([O-:13])=[O:12])[CH:8]=[CH:7][C:3]=1[C:4]([OH:6])=[O:5].O.[CH3:15]O. No catalyst specified. The product is [OH:1][C:2]1[CH:10]=[C:9]([N+:11]([O-:13])=[O:12])[CH:8]=[CH:7][C:3]=1[C:4]([O:6][CH3:15])=[O:5]. The yield is 0.980.